From a dataset of Forward reaction prediction with 1.9M reactions from USPTO patents (1976-2016). Predict the product of the given reaction. Given the reactants [NH2:1][C@@H:2]([CH2:6][CH2:7][CH2:8][CH2:9][OH:10])[C:3]([OH:5])=[O:4].O=S(Cl)Cl.[CH3:15]O, predict the reaction product. The product is: [CH3:15][O:4][C:3](=[O:5])[C@@H:2]([NH2:1])[CH2:6][CH2:7][CH2:8][CH2:9][OH:10].